This data is from Full USPTO retrosynthesis dataset with 1.9M reactions from patents (1976-2016). The task is: Predict the reactants needed to synthesize the given product. Given the product [F:1][C:2]1[CH:7]=[CH:6][C:5]([O:8][CH3:9])=[CH:4][C:3]=1[C:10]1[CH:15]=[CH:14][C:13]([CH2:16][OH:17])=[CH:12][C:11]=1[CH:20]1[CH2:24][CH2:23][CH2:22][CH:21]1[CH3:25], predict the reactants needed to synthesize it. The reactants are: [F:1][C:2]1[CH:7]=[CH:6][C:5]([O:8][CH3:9])=[CH:4][C:3]=1[C:10]1[CH:15]=[CH:14][C:13]([C:16](OC)=[O:17])=[CH:12][C:11]=1[CH:20]1[CH2:24][CH2:23][CH2:22][CH:21]1[CH3:25].[H-].[H-].[H-].[H-].[Li+].[Al+3].